From a dataset of Forward reaction prediction with 1.9M reactions from USPTO patents (1976-2016). Predict the product of the given reaction. (1) Given the reactants [CH2:1]([O:3][C:4]([C:6]1[C:7](=[O:36])[NH:8][C:9]2[C:14]([C:15]=1[O:16][C:17]1[CH:22]=[CH:21][CH:20]=[C:19]([Cl:23])[CH:18]=1)=[CH:13][C:12]([C:24]1([C:29]3[CH:34]=[CH:33][C:32]([Cl:35])=[CH:31][CH:30]=3)OCC[O:25]1)=[CH:11][CH:10]=2)=[O:5])[CH3:2].O, predict the reaction product. The product is: [Cl:35][C:32]1[CH:31]=[CH:30][C:29]([C:24]([C:12]2[CH:13]=[C:14]3[C:9](=[CH:10][CH:11]=2)[NH:8][C:7](=[O:36])[C:6]([C:4]([O:3][CH2:1][CH3:2])=[O:5])=[C:15]3[O:16][C:17]2[CH:22]=[CH:21][CH:20]=[C:19]([Cl:23])[CH:18]=2)=[O:25])=[CH:34][CH:33]=1. (2) Given the reactants [C:1]1([C@@H:7]2[NH:13][CH2:12][C:11]3[CH:14]=[CH:15][C:16]([C:18]([O:20]C)=O)=[CH:17][C:10]=3[O:9][CH2:8]2)[CH:6]=[CH:5][CH:4]=[CH:3][CH:2]=1.CC[N:24](CC)CC.[CH3:29][N:30]([CH3:34])[C:31](Cl)=[O:32].[Cl-].[Na+].[OH2:37], predict the reaction product. The product is: [OH:37][NH:24][C:18]([C:16]1[CH:15]=[CH:14][C:11]2[CH2:12][N:13]([C:31]([N:30]([CH3:34])[CH3:29])=[O:32])[C@@H:7]([C:1]3[CH:2]=[CH:3][CH:4]=[CH:5][CH:6]=3)[CH2:8][O:9][C:10]=2[CH:17]=1)=[O:20]. (3) Given the reactants [CH:1](=[C:8]1[CH2:12][N:11]([C:13]([O:15]C(C)(C)C)=O)[C@H:10]([C:20]([OH:22])=O)[CH2:9]1)[C:2]1[CH:7]=[CH:6][CH:5]=[CH:4][CH:3]=1.[CH3:23][N:24]([CH3:31])[CH2:25][CH2:26][CH2:27]C(Cl)=O.[CH2:32]([N:34]1[C:46]2[CH:45]=[CH:44][C:43]([NH2:47])=[CH:42][C:41]=2[C:40]2[C:35]1=[CH:36][CH:37]=[CH:38][CH:39]=2)[CH3:33], predict the reaction product. The product is: [CH:1](=[C:8]1[CH2:12][N:11]([C:13](=[O:15])[CH2:27][CH2:26][CH2:25][N:24]([CH3:31])[CH3:23])[C@H:10]([C:20]([NH:47][C:43]2[CH:44]=[CH:45][C:46]3[N:34]([CH2:32][CH3:33])[C:35]4[C:40]([C:41]=3[CH:42]=2)=[CH:39][CH:38]=[CH:37][CH:36]=4)=[O:22])[CH2:9]1)[C:2]1[CH:3]=[CH:4][CH:5]=[CH:6][CH:7]=1. (4) Given the reactants CON(C)[C:4]([C:6]1[CH:11]=[CH:10][C:9]([C:12]2([NH:16][C:17](=[O:23])[O:18][C:19]([CH3:22])([CH3:21])[CH3:20])[CH2:15][CH2:14][CH2:13]2)=[CH:8][CH:7]=1)=[O:5].[CH3:25][Mg]Br.CCOCC, predict the reaction product. The product is: [C:4]([C:6]1[CH:11]=[CH:10][C:9]([C:12]2([NH:16][C:17](=[O:23])[O:18][C:19]([CH3:21])([CH3:22])[CH3:20])[CH2:15][CH2:14][CH2:13]2)=[CH:8][CH:7]=1)(=[O:5])[CH3:25]. (5) Given the reactants [N+:1]([C:4]1[CH:5]=[C:6]([CH:16]=[CH:17][C:18]=1[N+:19]([O-])=O)[C:7]([NH:9][CH2:10][CH:11]1[CH2:15][CH2:14][CH2:13][O:12]1)=[O:8])([O-])=O.[N:22]#[C:23]Br.[O:25]1[C:29]2[CH:30]=[CH:31][C:32]([C:34]3[S:35][CH:36]=[C:37]([C:39](O)=[O:40])[N:38]=3)=[CH:33][C:28]=2[CH2:27][CH2:26]1.C(OC(C)C)(C)C, predict the reaction product. The product is: [O:25]1[C:29]2[CH:30]=[CH:31][C:32]([C:34]3[S:35][CH:36]=[C:37]([C:39]([NH:22][C:23]4[NH:19][C:18]5[CH:17]=[CH:16][C:6]([C:7](=[O:8])[NH:9][CH2:10][CH:11]6[CH2:15][CH2:14][CH2:13][O:12]6)=[CH:5][C:4]=5[N:1]=4)=[O:40])[N:38]=3)=[CH:33][C:28]=2[CH2:27][CH2:26]1. (6) Given the reactants [F:1][C:2]1([F:26])[CH2:8][O:7][CH2:6][C:5]([NH2:9])=[N:4][C@@:3]21[C:18]1[C:13](=[CH:14][CH:15]=[C:16]([NH2:19])[CH:17]=1)[O:12][CH:11]([C:20]1[CH:25]=[CH:24][CH:23]=[CH:22][CH:21]=1)[CH2:10]2.[C:27]([C:29]1[CH:30]=[CH:31][C:32]([C:35](O)=[O:36])=[N:33][CH:34]=1)#[N:28], predict the reaction product. The product is: [NH2:9][C:5]1[CH2:6][O:7][CH2:8][C:2]([F:1])([F:26])[C@@:3]2([C:18]3[C:13](=[CH:14][CH:15]=[C:16]([NH:19][C:35](=[O:36])[C:32]4[CH:31]=[CH:30][C:29]([C:27]#[N:28])=[CH:34][N:33]=4)[CH:17]=3)[O:12][CH:11]([C:20]3[CH:25]=[CH:24][CH:23]=[CH:22][CH:21]=3)[CH2:10]2)[N:4]=1. (7) Given the reactants [CH3:1][N:2]1[C:6]2[CH:7]=[CH:8][C:9]([N:11]3[CH:16]=[C:15]([C:17]([O:19][CH2:20][CH3:21])=[O:18])[C:14](=[O:22])[NH:13][C:12]3=[O:23])=[CH:10][C:5]=2[O:4][C:3]1=[O:24].C1(P(C2C=CC=CC=2)C2C=CC=CC=2)C=CC=CC=1.[F:44][C:45]([F:57])([F:56])[C:46]1[CH:54]=[CH:53][CH:52]=[C:51]2[C:47]=1[CH2:48][CH2:49][C@@H:50]2O.N(C(OC(C)C)=O)=NC(OC(C)C)=O, predict the reaction product. The product is: [CH3:1][N:2]1[C:6]2[CH:7]=[CH:8][C:9]([N:11]3[CH:16]=[C:15]([C:17]([O:19][CH2:20][CH3:21])=[O:18])[C:14](=[O:22])[N:13]([C@H:50]4[C:51]5[C:47](=[C:46]([C:45]([F:44])([F:56])[F:57])[CH:54]=[CH:53][CH:52]=5)[CH2:48][CH2:49]4)[C:12]3=[O:23])=[CH:10][C:5]=2[O:4][C:3]1=[O:24].